From a dataset of Catalyst prediction with 721,799 reactions and 888 catalyst types from USPTO. Predict which catalyst facilitates the given reaction. (1) Reactant: [CH3:1][C:2]1[C:9]([N+:10]([O-])=O)=[CH:8][C:5]([C:6]#[N:7])=[C:4]([S:13][CH3:14])[CH:3]=1.[CH:15]([Mg]Br)=[CH2:16]. Product: [CH3:1][C:2]1[C:9]2[NH:10][CH:16]=[CH:15][C:8]=2[C:5]([C:6]#[N:7])=[C:4]([S:13][CH3:14])[CH:3]=1. The catalyst class is: 1. (2) Reactant: [CH3:1]C(C)([O-])C.[K+].[CH3:7][C@@H:8]1[CH2:25][C:24]2[CH2:23][C:22](=O)[CH2:21][CH2:20][C:19]=2[C@@H:18]2[C@@H:9]1[C@H:10]1[C@@:14]([CH2:16][CH2:17]2)([CH3:15])[C:13](=[CH2:27])[CH2:12][CH2:11]1. Product: [CH3:7][C@@H:8]1[CH2:25][C:24]2[CH2:23][C:22](=[CH2:1])[CH2:21][CH2:20][C:19]=2[C@@H:18]2[C@@H:9]1[C@H:10]1[C@@:14]([CH2:16][CH2:17]2)([CH3:15])[C:13](=[CH2:27])[CH2:12][CH2:11]1. The catalyst class is: 307.